This data is from Reaction yield outcomes from USPTO patents with 853,638 reactions. The task is: Predict the reaction yield, written as a fraction of the theoretical maximum amount of product (1.0 means a 100% yield; for example, 0.34 means a 34% yield). (1) The reactants are C[O:2][C:3](=[O:16])[C:4]1[CH:13]=[CH:12][C:11]([C:14]#[N:15])=[C:6]([C:7]([O:9]C)=[O:8])[CH:5]=1.[OH-].[Li+].Cl. The catalyst is CO.O. The yield is 1.00. The product is [C:14]([C:11]1[CH:12]=[CH:13][C:4]([C:3]([OH:16])=[O:2])=[CH:5][C:6]=1[C:7]([OH:9])=[O:8])#[N:15]. (2) The reactants are [CH2:1]([N:8]1[C:16]2[C:11](=[CH:12][CH:13]=[C:14]([C:17]3[CH:22]=[CH:21][C:20]([C:23]([F:26])([F:25])[F:24])=[CH:19][CH:18]=3)[CH:15]=2)[CH:10]=[CH:9]1)[C:2]1[CH:7]=[CH:6][CH:5]=[CH:4][CH:3]=1.[C:27](Cl)(=[O:31])[C:28](Cl)=[O:29].[CH2:33]([OH:35])[CH3:34]. No catalyst specified. The product is [CH2:1]([N:8]1[C:16]2[C:11](=[CH:12][CH:13]=[C:14]([C:17]3[CH:22]=[CH:21][C:20]([C:23]([F:26])([F:24])[F:25])=[CH:19][CH:18]=3)[CH:15]=2)[C:10]([C:27](=[O:31])[C:28]([O:35][CH2:33][CH3:34])=[O:29])=[CH:9]1)[C:2]1[CH:3]=[CH:4][CH:5]=[CH:6][CH:7]=1. The yield is 0.620. (3) The reactants are C([O:3][C:4]([C:6]1[C:7]([CH3:21])=[N:8][C:9]([N:15]2[CH2:20][CH2:19][O:18][CH2:17][CH2:16]2)=[CH:10][C:11]=1[S:12][CH2:13][CH3:14])=[O:5])C.O.[OH-].[K+]. The catalyst is CCO. The product is [CH2:13]([S:12][C:11]1[CH:10]=[C:9]([N:15]2[CH2:16][CH2:17][O:18][CH2:19][CH2:20]2)[N:8]=[C:7]([CH3:21])[C:6]=1[C:4]([OH:5])=[O:3])[CH3:14]. The yield is 0.680. (4) The reactants are [NH2:1][C:2]1[N:7]=[CH:6][N:5]=[C:4]2[N:8]([C@@H:12]3[CH2:17][CH2:16][CH2:15][N:14]([C:18]([O:20][C:21]([CH3:24])([CH3:23])[CH3:22])=[O:19])[CH2:13]3)[N:9]=[C:10](I)[C:3]=12.[F:25][C:26]1[CH:27]=[C:28]([CH:45]=[C:46]([F:48])[CH:47]=1)[O:29][C:30]1[CH:35]=[CH:34][C:33](B2OC(C)(C)C(C)(C)O2)=[CH:32][CH:31]=1.C(=O)([O-])[O-].[Na+].[Na+].COCCOC. The catalyst is C1C=CC([P]([Pd]([P](C2C=CC=CC=2)(C2C=CC=CC=2)C2C=CC=CC=2)([P](C2C=CC=CC=2)(C2C=CC=CC=2)C2C=CC=CC=2)[P](C2C=CC=CC=2)(C2C=CC=CC=2)C2C=CC=CC=2)(C2C=CC=CC=2)C2C=CC=CC=2)=CC=1.O. The product is [NH2:1][C:2]1[N:7]=[CH:6][N:5]=[C:4]2[N:8]([C@@H:12]3[CH2:17][CH2:16][CH2:15][N:14]([C:18]([O:20][C:21]([CH3:24])([CH3:23])[CH3:22])=[O:19])[CH2:13]3)[N:9]=[C:10]([C:33]3[CH:32]=[CH:31][C:30]([O:29][C:28]4[CH:45]=[C:46]([F:48])[CH:47]=[C:26]([F:25])[CH:27]=4)=[CH:35][CH:34]=3)[C:3]=12. The yield is 0.720. (5) The reactants are O[O:2][S:3]([O-:5])=[O:4].[K+].C([O-])(=O)C.[K+].[CH2:12]([O:19][C@@H:20]1[C@@H:25]([O:26][CH2:27][C:28]2[CH:33]=[CH:32][CH:31]=[CH:30][CH:29]=2)[C@H:24]([O:34][C:35](=[O:49])[CH2:36][CH2:37][NH:38][C:39]([O:41][CH2:42][C:43]2[CH:48]=[CH:47][CH:46]=[CH:45][CH:44]=2)=[O:40])[C@@H:23]([CH2:50]C(=S)C)[O:22][C@@H:21]1[O:54][CH2:55][CH:56]([O:78][C:79](=[O:97])[CH2:80][CH2:81][CH2:82][CH2:83][CH2:84][CH2:85][CH2:86][CH2:87][CH2:88][CH2:89][CH2:90][CH2:91][CH2:92][CH2:93][CH2:94][CH2:95][CH3:96])[CH2:57][O:58][C:59](=[O:77])[CH2:60][CH2:61][CH2:62][CH2:63][CH2:64][CH2:65][CH2:66][CH2:67][CH2:68][CH2:69][CH2:70][CH2:71][CH2:72][CH2:73][CH2:74][CH2:75][CH3:76])[C:13]1[CH:18]=[CH:17][CH:16]=[CH:15][CH:14]=1.C(O)(=O)C. The catalyst is [OH-].[Na+]. The product is [CH2:12]([O:19][C@@H:20]1[C@@H:25]([O:26][CH2:27][C:28]2[CH:29]=[CH:30][CH:31]=[CH:32][CH:33]=2)[C@H:24]([O:34][C:35](=[O:49])[CH2:36][CH2:37][NH:38][C:39]([O:41][CH2:42][C:43]2[CH:44]=[CH:45][CH:46]=[CH:47][CH:48]=2)=[O:40])[C@@H:23]([CH2:50][S:3]([OH:5])(=[O:4])=[O:2])[O:22][C@@H:21]1[O:54][CH2:55][CH:56]([O:78][C:79](=[O:97])[CH2:80][CH2:81][CH2:82][CH2:83][CH2:84][CH2:85][CH2:86][CH2:87][CH2:88][CH2:89][CH2:90][CH2:91][CH2:92][CH2:93][CH2:94][CH2:95][CH3:96])[CH2:57][O:58][C:59](=[O:77])[CH2:60][CH2:61][CH2:62][CH2:63][CH2:64][CH2:65][CH2:66][CH2:67][CH2:68][CH2:69][CH2:70][CH2:71][CH2:72][CH2:73][CH2:74][CH2:75][CH3:76])[C:13]1[CH:14]=[CH:15][CH:16]=[CH:17][CH:18]=1. The yield is 0.703. (6) The yield is 0.550. The product is [CH2:7]([O:6][C:4]([CH:3]1[CH:19]([F:23])[C:18]2[C:27](=[CH:20][CH:21]=[CH:22][CH:17]=2)[CH:26]1[N+:28]#[C-:9])=[O:5])[CH3:8]. The catalyst is CCCC[N+](CCCC)(CCCC)CCCC.OS([O-])(=O)=O. The reactants are [N+]([CH2:3][C:4]([O:6][CH2:7][CH3:8])=[O:5])#[C-].[C:9]([O-])([O-])=O.[K+].[K+].BrC[C:17]1[CH:22]=[CH:21][CH:20]=[C:19]([F:23])[C:18]=1CBr.[C:26](#[N:28])[CH3:27].